From a dataset of Catalyst prediction with 721,799 reactions and 888 catalyst types from USPTO. Predict which catalyst facilitates the given reaction. (1) Reactant: [CH3:1][C:2]([C:6]1[CH:11]=[CH:10][C:9]([N+:12]([O-:14])=[O:13])=[CH:8][CH:7]=1)([CH3:5])[C:3]#[N:4].Cl.[OH-].[Na+]. Product: [CH3:5][C:2]([C:6]1[CH:11]=[CH:10][C:9]([N+:12]([O-:14])=[O:13])=[CH:8][CH:7]=1)([CH3:1])[CH2:3][NH2:4]. The catalyst class is: 1. (2) Reactant: [C:1]([N:4]1[C:13]2[C:8](=[CH:9][C:10]([CH:14]3[CH2:19][CH2:18][N:17]([C:20]([O:22][C:23]([CH3:26])([CH3:25])[CH3:24])=[O:21])[CH2:16][CH2:15]3)=[CH:11][CH:12]=2)[C@H:7]([NH2:27])[C@@H:6]([CH3:28])[C@@H:5]1[CH3:29])(=[O:3])[CH3:2].C(N1C2C(=CC(C3CCN(C(OC(C)(C)C)=O)CC3)=CC=2)[C@H](NC2C=NC(C)=CN=2)[C@@H](C)[C@@H]1C)(=O)C.CN(C1C(C2C(P(C3CCCCC3)C3CCCCC3)=CC=CC=2)=CC=CC=1)C.Br[C:95]1[CH:104]=[CH:103][C:98]([C:99]([NH:101][CH3:102])=[O:100])=[CH:97][CH:96]=1.CC(C)([O-])C.[Na+]. Product: [C:1]([N:4]1[C:13]2[C:8](=[CH:9][C:10]([CH:14]3[CH2:15][CH2:16][N:17]([C:20]([O:22][C:23]([CH3:26])([CH3:25])[CH3:24])=[O:21])[CH2:18][CH2:19]3)=[CH:11][CH:12]=2)[C@H:7]([NH:27][C:95]2[CH:104]=[CH:103][C:98]([C:99](=[O:100])[NH:101][CH3:102])=[CH:97][CH:96]=2)[C@@H:6]([CH3:28])[C@@H:5]1[CH3:29])(=[O:3])[CH3:2]. The catalyst class is: 62. (3) Reactant: [I:1][C:2]1[N:6]2[CH:7]=[CH:8][C:9]([CH:11](O)[CH2:12][N+:13]([O-:15])=[O:14])=[CH:10][C:5]2=[N:4][CH:3]=1.C(N(CC)CC)C.CS(Cl)(=O)=O. Product: [I:1][C:2]1[N:6]2[CH:7]=[CH:8][C:9](/[CH:11]=[CH:12]/[N+:13]([O-:15])=[O:14])=[CH:10][C:5]2=[N:4][CH:3]=1. The catalyst class is: 2. (4) Product: [CH2:1]([O:3][C:4](=[O:12])[C:5]1[CH:10]=[CH:9][CH:8]=[CH:7][C:6]=1[NH:19][CH2:18][C:17]1[CH:20]=[CH:21][C:14]([F:13])=[CH:15][CH:16]=1)[CH3:2]. Reactant: [CH2:1]([O:3][C:4](=[O:12])[C:5]1[CH:10]=[CH:9][CH:8]=[CH:7][C:6]=1F)[CH3:2].[F:13][C:14]1[CH:21]=[CH:20][C:17]([CH2:18][NH2:19])=[CH:16][CH:15]=1.C(N(C(C)C)CC)(C)C. The catalyst class is: 18.